Dataset: Forward reaction prediction with 1.9M reactions from USPTO patents (1976-2016). Task: Predict the product of the given reaction. Given the reactants Br[C:2]1[CH:3]=[C:4]([C:8](=[O:10])[CH3:9])[CH:5]=[CH:6][CH:7]=1.[F:11][C:12]([F:23])([F:22])[C:13]1[CH:18]=[CH:17][C:16](B(O)O)=[CH:15][CH:14]=1.P([O-])([O-])([O-])=O.[K+].[K+].[K+].COCCOC, predict the reaction product. The product is: [F:11][C:12]([F:23])([F:22])[C:13]1[CH:18]=[CH:17][C:16]([C:2]2[CH:7]=[CH:6][CH:5]=[C:4]([C:8](=[O:10])[CH3:9])[CH:3]=2)=[CH:15][CH:14]=1.